Dataset: Merck oncology drug combination screen with 23,052 pairs across 39 cell lines. Task: Regression. Given two drug SMILES strings and cell line genomic features, predict the synergy score measuring deviation from expected non-interaction effect. (1) Drug 1: CC(C)CC(NC(=O)C(Cc1ccccc1)NC(=O)c1cnccn1)B(O)O. Drug 2: CC1(c2nc3c(C(N)=O)cccc3[nH]2)CCCN1. Cell line: CAOV3. Synergy scores: synergy=28.9. (2) Drug 1: Cc1nc(Nc2ncc(C(=O)Nc3c(C)cccc3Cl)s2)cc(N2CCN(CCO)CC2)n1. Drug 2: CNC(=O)c1cc(Oc2ccc(NC(=O)Nc3ccc(Cl)c(C(F)(F)F)c3)cc2)ccn1. Cell line: RPMI7951. Synergy scores: synergy=1.46.